From a dataset of Forward reaction prediction with 1.9M reactions from USPTO patents (1976-2016). Predict the product of the given reaction. Given the reactants [CH2:1]([O:3][C:4]([N:6]1[C:15]2[C:10](=[N:11][C:12]([O:16][CH3:17])=[CH:13][CH:14]=2)[C@@H:9]([NH:18][C:19]2[N:24]=[C:23]([CH2:25][C:26]3[CH:31]=[C:30]([C:32]([F:35])([F:34])[F:33])[CH:29]=[C:28]([C:36]([F:39])([F:38])[F:37])[CH:27]=3)[C:22]([N:40]3[CH2:45][CH2:44][O:43][CH2:42][CH2:41]3)=[CH:21][N:20]=2)[CH2:8][C@H:7]1[CH2:46][CH3:47])=[O:5])[CH3:2].[ClH:48].C(OCC)(=O)C, predict the reaction product. The product is: [ClH:48].[CH2:1]([O:3][C:4]([N:6]1[C:15]2[C:10](=[N:11][C:12]([O:16][CH3:17])=[CH:13][CH:14]=2)[C@@H:9]([NH:18][C:19]2[N:24]=[C:23]([CH2:25][C:26]3[CH:27]=[C:28]([C:36]([F:38])([F:37])[F:39])[CH:29]=[C:30]([C:32]([F:35])([F:33])[F:34])[CH:31]=3)[C:22]([N:40]3[CH2:45][CH2:44][O:43][CH2:42][CH2:41]3)=[CH:21][N:20]=2)[CH2:8][C@H:7]1[CH2:46][CH3:47])=[O:5])[CH3:2].